Dataset: Catalyst prediction with 721,799 reactions and 888 catalyst types from USPTO. Task: Predict which catalyst facilitates the given reaction. Reactant: [CH3:1][C@@:2]1([NH:17]C(=O)OC(C)(C)C)[CH2:6][CH2:5][C@H:4]([C:7]([N:9]2[CH2:14][CH2:13][CH2:12][CH2:11][CH2:10]2)=[O:8])[C:3]1([CH3:16])[CH3:15].[ClH:25]. Product: [ClH:25].[NH2:17][C@:2]1([CH3:1])[CH2:6][CH2:5][C@H:4]([C:7]([N:9]2[CH2:14][CH2:13][CH2:12][CH2:11][CH2:10]2)=[O:8])[C:3]1([CH3:16])[CH3:15]. The catalyst class is: 13.